From a dataset of hERG Central: cardiac toxicity at 1µM, 10µM, and general inhibition. Predict hERG channel inhibition at various concentrations. (1) The drug is Cn1c(=O)c2c(nc(CN3CCN(Cc4ccccc4)CC3)n2Cc2ccc(Cl)cc2)n(C)c1=O. Results: hERG_inhib (hERG inhibition (general)): blocker. (2) The compound is CCOC(=O)c1c(CN(CC)CC)oc2ccc(OC)cc12. Results: hERG_inhib (hERG inhibition (general)): blocker. (3) The compound is CCOC(=O)c1[nH]c2ccc(Br)cc2c1NC(=O)CCN1CCCC(C)C1. Results: hERG_inhib (hERG inhibition (general)): blocker. (4) The drug is O=C(CSc1nc2ccc(Cl)cc2[nH]1)N1CCN(C(=O)c2ccco2)CC1. Results: hERG_inhib (hERG inhibition (general)): blocker. (5) The molecule is Cn1c(=O)[nH]c(=O)c2c1nc(Br)n2CCCSc1nc2ccccc2o1. Results: hERG_inhib (hERG inhibition (general)): blocker. (6) The drug is O=C(CN1CCN(CC(=O)Nc2ccc(-c3ccccc3)cc2)CC1)Nc1ccc(F)cc1. Results: hERG_inhib (hERG inhibition (general)): blocker. (7) The drug is c1ccc(CCc2nn3c(-c4ccncc4)nnc3s2)cc1. Results: hERG_inhib (hERG inhibition (general)): blocker. (8) The drug is COc1ccc(-c2cc(=O)n(-c3nc4ccccc4[nH]3)[nH]2)cc1. Results: hERG_inhib (hERG inhibition (general)): blocker. (9) The compound is CCCCCCn1c(O)c(C=NCCN2CCCCC2)c(=O)[nH]c1=O. Results: hERG_inhib (hERG inhibition (general)): blocker.